This data is from Retrosynthesis with 50K atom-mapped reactions and 10 reaction types from USPTO. The task is: Predict the reactants needed to synthesize the given product. (1) Given the product COC(=O)CN(Cc1ccc(OC)cc1)S(=O)(=O)c1ccc(OCCCCF)cc1, predict the reactants needed to synthesize it. The reactants are: COC(=O)CN(Cc1ccc(OC)cc1)S(=O)(=O)c1ccc(O)cc1.FCCCCBr. (2) The reactants are: N#Cc1cc(Br)c2c(c1)cc1n2CCNC1=O.OB(O)c1cccc(F)c1. Given the product N#Cc1cc(-c2cccc(F)c2)c2c(c1)cc1n2CCNC1=O, predict the reactants needed to synthesize it.